From a dataset of Forward reaction prediction with 1.9M reactions from USPTO patents (1976-2016). Predict the product of the given reaction. (1) The product is: [NH2:10][C:11]1[CH:12]=[CH:13][C:14]([CH:17]2[CH:18]([C:34]3[CH:39]=[CH:38][C:37]([O:40][CH3:41])=[C:36]([OH:42])[CH:35]=3)[N:19]([C:22]3[CH:23]=[C:24]([O:32][CH3:33])[C:25]([O:30][CH3:31])=[C:26]([O:28][CH3:29])[CH:27]=3)[C:20]2=[O:21])=[CH:15][CH:16]=1. Given the reactants C(OC(=O)[NH:10][C:11]1[CH:16]=[CH:15][C:14]([CH:17]2[C:20](=[O:21])[N:19]([C:22]3[CH:27]=[C:26]([O:28][CH3:29])[C:25]([O:30][CH3:31])=[C:24]([O:32][CH3:33])[CH:23]=3)[CH:18]2[C:34]2[CH:39]=[CH:38][C:37]([O:40][CH3:41])=[C:36]([OH:42])[CH:35]=2)=[CH:13][CH:12]=1)C1C=CC=CC=1.[Na+].[Cl-], predict the reaction product. (2) Given the reactants [N:1]1([S:7]([NH:10][C:11](=[O:26])[C:12]2[CH:17]=[CH:16][CH:15]=[N:14][C:13]=2[N:18]2[CH2:22][C@@H:21]([CH3:23])[CH2:20][C:19]2([CH3:25])[CH3:24])(=[O:9])=[O:8])[CH2:6][CH2:5][NH:4][CH2:3][CH2:2]1.[Cl:27][C:28]1[CH:33]=[CH:32][C:31]([CH2:34][CH2:35][CH:36]=O)=[CH:30][CH:29]=1.C(O[BH-](OC(=O)C)OC(=O)C)(=O)C.[Na+], predict the reaction product. The product is: [Cl:27][C:28]1[CH:33]=[CH:32][C:31]([CH2:34][CH2:35][CH2:36][N:4]2[CH2:5][CH2:6][N:1]([S:7]([NH:10][C:11]([C:12]3[C:13]([N:18]4[CH2:22][C@@H:21]([CH3:23])[CH2:20][C:19]4([CH3:25])[CH3:24])=[N:14][CH:15]=[CH:16][CH:17]=3)=[O:26])(=[O:8])=[O:9])[CH2:2][CH2:3]2)=[CH:30][CH:29]=1. (3) Given the reactants [OH:1][CH:2]1[CH2:7][CH2:6][N:5]([C:8]([O:10][C:11]([CH3:14])([CH3:13])[CH3:12])=[O:9])[CH2:4][CH2:3]1.[F:15][C:16]([F:26])([F:25])[O:17][C:18]1[CH:23]=[CH:22][C:21](O)=[CH:20][CH:19]=1.C1(P(C2C=CC=CC=2)C2C=CC=CC=2)C=CC=CC=1.N(C(OCC)=O)=NC(OCC)=O, predict the reaction product. The product is: [F:15][C:16]([F:25])([F:26])[O:17][C:18]1[CH:23]=[CH:22][C:21]([O:1][CH:2]2[CH2:3][CH2:4][N:5]([C:8]([O:10][C:11]([CH3:14])([CH3:13])[CH3:12])=[O:9])[CH2:6][CH2:7]2)=[CH:20][CH:19]=1. (4) The product is: [OH:11][C:6]1[CH:7]=[N:8][CH:9]=[CH:10][C:5]=1[C:4]([NH2:13])=[O:3]. Given the reactants C([O:3][C:4](=O)[C:5]1[CH:10]=[CH:9][N:8]=[CH:7][C:6]=1[OH:11])C.[NH3:13], predict the reaction product.